Dataset: Forward reaction prediction with 1.9M reactions from USPTO patents (1976-2016). Task: Predict the product of the given reaction. (1) The product is: [CH:10]1([CH2:9][CH:8]([C:3]2[CH:4]=[CH:5][CH:6]=[CH:7][C:2]=2[NH2:1])[CH3:13])[CH2:12][CH2:11]1. Given the reactants [NH2:1][C:2]1[CH:7]=[CH:6][CH:5]=[CH:4][C:3]=1[C:8](O)([CH3:13])[CH2:9][CH:10]1[CH2:12][CH2:11]1.S(=O)(=O)(O)O.[H][H], predict the reaction product. (2) Given the reactants [CH:1]1([NH2:4])[CH2:3][CH2:2]1.Cl[CH2:6][C:7]1[CH:12]=[CH:11][N:10]=[C:9]([O:13][CH3:14])[CH:8]=1, predict the reaction product. The product is: [CH:1]1([NH:4][CH2:6][C:7]2[CH:12]=[CH:11][N:10]=[C:9]([O:13][CH3:14])[CH:8]=2)[CH2:3][CH2:2]1.